This data is from Full USPTO retrosynthesis dataset with 1.9M reactions from patents (1976-2016). The task is: Predict the reactants needed to synthesize the given product. (1) Given the product [CH2:1]([C:3]1[CH:4]=[C:5]([C:20]2[CH:25]=[CH:24][C:23]([F:26])=[CH:22][CH:21]=2)[CH:6]=[CH:7][C:8]=1[C:9]1[C:14](=[O:15])[CH:13]([CH3:16])[O:12][C:11]([CH3:18])([CH3:17])[C:10]=1[O:19][C:34](=[O:36])[CH3:35])[CH3:2], predict the reactants needed to synthesize it. The reactants are: [CH2:1]([C:3]1[CH:4]=[C:5]([C:20]2[CH:25]=[CH:24][C:23]([F:26])=[CH:22][CH:21]=2)[CH:6]=[CH:7][C:8]=1[CH:9]1[C:14](=[O:15])[CH:13]([CH3:16])[O:12][C:11]([CH3:18])([CH3:17])[C:10]1=[O:19])[CH3:2].C(N(CC)CC)C.[C:34](Cl)(=[O:36])[CH3:35]. (2) Given the product [Cl-:25].[Br:1][C:2]1[CH:14]=[C:13]2[C:5](=[CH:4][CH:3]=1)[N:6]([Si:26]([CH3:29])([CH3:28])[CH3:27])[C:7]1[CH:8]=[CH:9][C:10]([Zn+:37])=[CH:11][C:12]2=1, predict the reactants needed to synthesize it. The reactants are: [Br:1][C:2]1[CH:3]=[CH:4][C:5]2[NH:6][C:7]3[C:12]([C:13]=2[CH:14]=1)=[CH:11][C:10](Br)=[CH:9][CH:8]=3.C([Mg]Br)C.C(OCC)C.[Cl:25][Si:26]([CH3:29])([CH3:28])[CH3:27].[Li]CCCC.[Cl-].[Cl-].[Zn+2:37]. (3) Given the product [N:1]([C:2]1[CH:3]=[N:4][CH:5]=[CH:6][C:7]=1[N:8]1[CH2:13][C@H:12]([CH3:14])[C@H:11]([N:15]([CH3:19])[C:16](=[O:18])[CH3:17])[C@H:10]([NH:20][C:21](=[O:27])[O:22][C:23]([CH3:26])([CH3:25])[CH3:24])[CH2:9]1)=[C:28]=[S:29], predict the reactants needed to synthesize it. The reactants are: [NH2:1][C:2]1[CH:3]=[N:4][CH:5]=[CH:6][C:7]=1[N:8]1[CH2:13][C@H:12]([CH3:14])[C@H:11]([N:15]([CH3:19])[C:16](=[O:18])[CH3:17])[C@H:10]([NH:20][C:21](=[O:27])[O:22][C:23]([CH3:26])([CH3:25])[CH3:24])[CH2:9]1.[C:28](N1C=CN=C1)(N1C=CN=C1)=[S:29].